From a dataset of Forward reaction prediction with 1.9M reactions from USPTO patents (1976-2016). Predict the product of the given reaction. (1) Given the reactants Br[C:2]1[CH:7]=[CH:6][C:5]([C:8]2[C:17]3[C:12](=[CH:13][CH:14]=[CH:15][CH:16]=3)[CH:11]=[CH:10][CH:9]=2)=[CH:4][CH:3]=1.CCCCCC.C([Li])CCC.[B:29](OC(C)C)([O:34]C(C)C)[O:30]C(C)C.Cl, predict the reaction product. The product is: [C:8]1([C:5]2[CH:6]=[CH:7][C:2]([B:29]([OH:34])[OH:30])=[CH:3][CH:4]=2)[C:17]2[C:12](=[CH:13][CH:14]=[CH:15][CH:16]=2)[CH:11]=[CH:10][CH:9]=1. (2) Given the reactants [CH3:1][O:2][C:3](=[O:28])[C@H:4]([CH2:13][CH2:14][C@@H:15]([N:25]=[N+:26]=[N-:27])[CH2:16][O:17][Si](C(C)(C)C)(C)C)[NH:5][C:6]([O:8][C:9]([CH3:12])([CH3:11])[CH3:10])=[O:7].[F-].C([N+](CCCC)(CCCC)CCCC)CCC, predict the reaction product. The product is: [CH3:1][O:2][C:3](=[O:28])[C@H:4]([CH2:13][CH2:14][C@@H:15]([N:25]=[N+:26]=[N-:27])[CH2:16][OH:17])[NH:5][C:6]([O:8][C:9]([CH3:12])([CH3:10])[CH3:11])=[O:7]. (3) The product is: [C:4]([O:3][C:1]([NH:8][CH:9]([CH3:10])[CH2:30][N:22]1[C:23]([C:25]([O:27][CH2:28][CH3:29])=[O:26])=[CH:24][C:20]([CH2:19][O:12][C:13]2[CH:18]=[CH:17][CH:16]=[CH:15][CH:14]=2)=[N:21]1)=[O:2])([CH3:7])([CH3:6])[CH3:5]. Given the reactants [C:1]([NH:8][CH2:9][CH2:10]Br)([O:3][C:4]([CH3:7])([CH3:6])[CH3:5])=[O:2].[O:12]([CH2:19][C:20]1[CH:24]=[C:23]([C:25]([O:27][CH2:28][CH3:29])=[O:26])[NH:22][N:21]=1)[C:13]1[CH:18]=[CH:17][CH:16]=[CH:15][CH:14]=1.[C:30](=O)([O-])[O-].[K+].[K+], predict the reaction product. (4) Given the reactants Br[C:2]1[O:6][C:5]([C:7]([OH:9])=[O:8])=[CH:4][CH:3]=1.[Cl:10][C:11]1[CH:12]=[C:13](B(O)O)[CH:14]=[C:15]([Cl:17])[CH:16]=1, predict the reaction product. The product is: [Cl:10][C:11]1[CH:12]=[C:13]([C:2]2[O:6][C:5]([C:7]([OH:9])=[O:8])=[CH:4][CH:3]=2)[CH:14]=[C:15]([Cl:17])[CH:16]=1. (5) Given the reactants [CH2:1]([C@@H:5]1[NH:10][CH2:9][C@H:8]([CH2:11][CH:12]([CH3:14])[CH3:13])[NH:7][C:6]1=[O:15])[CH:2]([CH3:4])[CH3:3].[O:16]1[C:20]2[CH:21]=[CH:22][CH:23]=[CH:24][C:19]=2[CH:18]=[C:17]1[C:25](O)=[O:26].C([C@@H]1N(C(=O)/C=C/C2C=CC=CC=2)C[C@H](CC(C)C)NC1=O)C(C)C, predict the reaction product. The product is: [O:16]1[C:20]2[CH:21]=[CH:22][CH:23]=[CH:24][C:19]=2[CH:18]=[C:17]1[C:25]([N:10]1[CH2:9][C@H:8]([CH2:11][CH:12]([CH3:14])[CH3:13])[NH:7][C:6](=[O:15])[C@@H:5]1[CH2:1][CH:2]([CH3:4])[CH3:3])=[O:26]. (6) Given the reactants [N+:1]([C:4]1[CH:5]=[C:6]([S:10]([CH3:19])(=[N:12][C:13](=[O:18])[NH:14][CH:15]([CH3:17])[CH3:16])=[O:11])[CH:7]=[CH:8][CH:9]=1)([O-])=O, predict the reaction product. The product is: [NH2:1][C:4]1[CH:5]=[C:6]([S:10]([CH3:19])(=[N:12][C:13](=[O:18])[NH:14][CH:15]([CH3:16])[CH3:17])=[O:11])[CH:7]=[CH:8][CH:9]=1. (7) Given the reactants [CH3:1][CH:2]1[CH2:7][CH2:6][N:5]([C:8]([C:10]2[CH:18]=[CH:17][C:16]3[N:15]([S:19]([CH3:22])(=[O:21])=[O:20])[C:14]4[CH2:23][CH2:24][NH:25][CH2:26][C:13]=4[C:12]=3[CH:11]=2)=[O:9])[CH2:4][CH2:3]1.[CH:27]1([CH:30]=O)[CH2:29][CH2:28]1, predict the reaction product. The product is: [CH:27]1([CH2:30][N:25]2[CH2:24][CH2:23][C:14]3[N:15]([S:19]([CH3:22])(=[O:20])=[O:21])[C:16]4[CH:17]=[CH:18][C:10]([C:8]([N:5]5[CH2:4][CH2:3][CH:2]([CH3:1])[CH2:7][CH2:6]5)=[O:9])=[CH:11][C:12]=4[C:13]=3[CH2:26]2)[CH2:29][CH2:28]1. (8) Given the reactants [CH2:1]([N:3]1[C:12]2[C:7](=[CH:8][CH:9]=[C:10]([C:13]3[CH:14]=[N:15][C:16]([NH:28][C:29](=[O:33])[NH:30][CH2:31][CH3:32])=[CH:17][C:18]=3[C:19]3[S:20][CH:21]=[C:22]([C:24]([F:27])([F:26])[F:25])[N:23]=3)[CH:11]=2)[C:6](=[O:34])[C:5]([C:35]([O:37]CC)=[O:36])=[CH:4]1)[CH3:2].[OH-].[K+], predict the reaction product. The product is: [CH2:1]([N:3]1[C:12]2[C:7](=[CH:8][CH:9]=[C:10]([C:13]3[CH:14]=[N:15][C:16]([NH:28][C:29](=[O:33])[NH:30][CH2:31][CH3:32])=[CH:17][C:18]=3[C:19]3[S:20][CH:21]=[C:22]([C:24]([F:27])([F:26])[F:25])[N:23]=3)[CH:11]=2)[C:6](=[O:34])[C:5]([C:35]([OH:37])=[O:36])=[CH:4]1)[CH3:2]. (9) Given the reactants [CH2:1]([C@H:3]([NH:10][C:11]([C:13]1[C:22]2[C:17](=[CH:18][CH:19]=[CH:20][CH:21]=2)[N:16]=[C:15]([C:23]2[CH:28]=[CH:27][CH:26]=[CH:25][CH:24]=2)[C:14]=1[CH2:29][N:30]1[CH2:35][CH2:34][N:33](CC2C=CC=CC=2)[CH2:32][CH2:31]1)=[O:12])[C:4]1[CH:9]=[CH:8][CH:7]=[CH:6][CH:5]=1)[CH3:2].C([O-])=O.[NH4+].C(O)=O, predict the reaction product. The product is: [CH2:1]([C@H:3]([NH:10][C:11]([C:13]1[C:22]2[C:17](=[CH:18][CH:19]=[CH:20][CH:21]=2)[N:16]=[C:15]([C:23]2[CH:24]=[CH:25][CH:26]=[CH:27][CH:28]=2)[C:14]=1[CH2:29][N:30]1[CH2:31][CH2:32][NH:33][CH2:34][CH2:35]1)=[O:12])[C:4]1[CH:5]=[CH:6][CH:7]=[CH:8][CH:9]=1)[CH3:2].